This data is from Forward reaction prediction with 1.9M reactions from USPTO patents (1976-2016). The task is: Predict the product of the given reaction. (1) Given the reactants O=C1C2C(=CC=CC=2)C(=O)[N:3]1[C@H:12]([C:33]1[CH:38]=[CH:37][CH:36]=[CH:35][CH:34]=1)[CH2:13][CH2:14][N:15]1[CH2:20][CH2:19][CH:18]([C:21]2[CH:22]=[C:23]([NH:27][C:28](=[O:32])[CH:29]([CH3:31])[CH3:30])[CH:24]=[CH:25][CH:26]=2)[CH2:17][CH2:16]1.NN, predict the reaction product. The product is: [NH2:3][C@H:12]([C:33]1[CH:34]=[CH:35][CH:36]=[CH:37][CH:38]=1)[CH2:13][CH2:14][N:15]1[CH2:20][CH2:19][CH:18]([C:21]2[CH:22]=[C:23]([NH:27][C:28](=[O:32])[CH:29]([CH3:31])[CH3:30])[CH:24]=[CH:25][CH:26]=2)[CH2:17][CH2:16]1. (2) Given the reactants [C:1]([NH:4][C:5]1[CH:27]=[C:26](Br)[CH:25]=[CH:24][C:6]=1[C:7]([N:9]1[CH2:14][CH2:13][CH:12]([N:15]([CH3:23])[C:16](=[O:22])[O:17][C:18]([CH3:21])([CH3:20])[CH3:19])[CH2:11][CH2:10]1)=[O:8])(=[O:3])[CH3:2].CC1(C)C(C)(C)OB([C:37]2[CH:38]=[CH:39][C:40]3[N:41]([C:43]([C:46]4[CH:53]=[CH:52][C:49]([C:50]#[N:51])=[CH:48][CH:47]=4)=[CH:44][N:45]=3)[CH:42]=2)O1.[O-]P([O-])([O-])=O.[K+].[K+].[K+], predict the reaction product. The product is: [C:1]([NH:4][C:5]1[CH:27]=[C:26]([C:37]2[CH:38]=[CH:39][C:40]3[N:41]([C:43]([C:46]4[CH:53]=[CH:52][C:49]([C:50]#[N:51])=[CH:48][CH:47]=4)=[CH:44][N:45]=3)[CH:42]=2)[CH:25]=[CH:24][C:6]=1[C:7]([N:9]1[CH2:14][CH2:13][CH:12]([N:15]([CH3:23])[C:16](=[O:22])[O:17][C:18]([CH3:21])([CH3:20])[CH3:19])[CH2:11][CH2:10]1)=[O:8])(=[O:3])[CH3:2]. (3) Given the reactants [C:1]([O:5][C:6]([NH:8][CH2:9][C:10]([OH:12])=O)=[O:7])([CH3:4])([CH3:3])[CH3:2].C(Cl)CCl.C1C=CC2N(O)N=NC=2C=1.[F:27][C:28]1[C:33]([F:34])=[CH:32][CH:31]=[C:30]([NH2:35])[C:29]=1[NH2:36].C(N(CC)C(C)C)(C)C, predict the reaction product. The product is: [NH2:36][C:29]1[C:28]([F:27])=[C:33]([F:34])[CH:32]=[CH:31][C:30]=1[NH:35][C:10](=[O:12])[CH2:9][NH:8][C:6](=[O:7])[O:5][C:1]([CH3:2])([CH3:3])[CH3:4]. (4) Given the reactants [NH2:1][C:2]1[S:3][C:4]([CH3:11])=[C:5]([CH3:10])[C:6]=1[C:7]([OH:9])=O.Cl.Cl.[CH3:14][C:15]1([CH3:32])[CH2:19][C:18]2([CH2:24][CH2:23][CH2:22][N:21]([CH:25]3[CH2:30][CH2:29][NH:28][CH2:27][CH2:26]3)[CH2:20]2)[C:17](=[O:31])[O:16]1.C(OC(C)C)(C)C, predict the reaction product. The product is: [NH2:1][C:2]1[S:3][C:4]([CH3:11])=[C:5]([CH3:10])[C:6]=1[C:7]([N:28]1[CH2:29][CH2:30][CH:25]([N:21]2[CH2:22][CH2:23][CH2:24][C:18]3([C:17](=[O:31])[O:16][C:15]([CH3:14])([CH3:32])[CH2:19]3)[CH2:20]2)[CH2:26][CH2:27]1)=[O:9]. (5) Given the reactants [CH2:1]([NH:8][C:9]1[N:10]([C:18]2[CH:23]=[CH:22][C:21]([Cl:24])=[CH:20][CH:19]=2)[N:11]=[C:12]2[C:17]=1[CH:16]=[CH:15][CH:14]=[CH:13]2)[C:2]1[CH:7]=[CH:6][CH:5]=[CH:4][CH:3]=1.[CH3:25][O:26][C:27](=[O:38])[C:28]1[CH:33]=[CH:32][C:31]([N:34]=[C:35]=[O:36])=[C:30]([Cl:37])[CH:29]=1, predict the reaction product. The product is: [CH3:25][O:26][C:27](=[O:38])[C:28]1[CH:33]=[CH:32][C:31]([NH:34][C:35]([N:8]([CH2:1][C:2]2[CH:3]=[CH:4][CH:5]=[CH:6][CH:7]=2)[C:9]2[N:10]([C:18]3[CH:19]=[CH:20][C:21]([Cl:24])=[CH:22][CH:23]=3)[N:11]=[C:12]3[C:17]=2[CH:16]=[CH:15][CH:14]=[CH:13]3)=[O:36])=[C:30]([Cl:37])[CH:29]=1.